From a dataset of Catalyst prediction with 721,799 reactions and 888 catalyst types from USPTO. Predict which catalyst facilitates the given reaction. (1) Reactant: [I:1][C:2]1[CH:3]=[C:4]([CH:9]=[CH:10][C:11]=1[CH3:12])[C:5]([O:7][CH3:8])=[O:6].C1C(=O)N([Br:20])C(=O)C1.N(C(C)(C)C#N)=NC(C)(C)C#N.C(=O)([O-])[O-].[K+].[K+]. Product: [Br:20][CH2:12][C:11]1[CH:10]=[CH:9][C:4]([C:5]([O:7][CH3:8])=[O:6])=[CH:3][C:2]=1[I:1]. The catalyst class is: 53. (2) Reactant: [F:1][C:2]([F:25])([F:24])[C:3]1[CH:4]=[CH:5][C:6]([O:9][C:10]2[CH:11]=[C:12](/[CH:16]=[C:17]3/[CH2:18][CH:19]([NH2:23])[CH2:20][CH2:21][CH2:22]/3)[CH:13]=[CH:14][CH:15]=2)=[N:7][CH:8]=1.[N:26]1[CH:31]=[CH:30][N:29]=[CH:28][C:27]=1[C:32](O)=[O:33].CN(C(ON1N=NC2C=CC=NC1=2)=[N+](C)C)C.F[P-](F)(F)(F)(F)F.CCN(C(C)C)C(C)C. Product: [F:25][C:2]([F:1])([F:24])[C:3]1[CH:4]=[CH:5][C:6]([O:9][C:10]2[CH:11]=[C:12](/[CH:16]=[C:17]3/[CH2:18][CH:19]([NH:23][C:32]([C:27]4[CH:28]=[N:29][CH:30]=[CH:31][N:26]=4)=[O:33])[CH2:20][CH2:21][CH2:22]/3)[CH:13]=[CH:14][CH:15]=2)=[N:7][CH:8]=1. The catalyst class is: 3. (3) Reactant: Cl[C:2]1[N:7]=[C:6]([C:8]#[N:9])[C:5]([N+:10]([O-:12])=[O:11])=[CH:4][CH:3]=1.[F:13][C:14]1[CH:15]=[C:16]([CH:18]=[C:19]([F:21])[CH:20]=1)[NH2:17].C(OCC)(=O)C. Product: [F:13][C:14]1[CH:15]=[C:16]([NH:17][C:2]2[N:7]=[C:6]([C:8]#[N:9])[C:5]([N+:10]([O-:12])=[O:11])=[CH:4][CH:3]=2)[CH:18]=[C:19]([F:21])[CH:20]=1. The catalyst class is: 11. (4) Reactant: Br[C:2]1[CH:23]=[CH:22][C:5]2[C:6]3[N:7]([CH:11]=[C:12]([C:14]4[N:18]([CH:19]([CH3:21])[CH3:20])[N:17]=[CH:16][N:15]=4)[N:13]=3)[CH2:8][CH2:9][O:10][C:4]=2[CH:3]=1.[CH3:24][C:25]1([CH3:41])[C:29]([CH3:31])([CH3:30])[O:28][B:27]([B:27]2[O:28][C:29]([CH3:31])([CH3:30])[C:25]([CH3:41])([CH3:24])[O:26]2)[O:26]1.CC([O-])=O.[K+]. Product: [CH:19]([N:18]1[C:14]([C:12]2[N:13]=[C:6]3[C:5]4[CH:22]=[CH:23][C:2]([B:27]5[O:28][C:29]([CH3:31])([CH3:30])[C:25]([CH3:41])([CH3:24])[O:26]5)=[CH:3][C:4]=4[O:10][CH2:9][CH2:8][N:7]3[CH:11]=2)=[N:15][CH:16]=[N:17]1)([CH3:21])[CH3:20]. The catalyst class is: 3. (5) Reactant: [CH2:1]([C:3]1[N:7]([C:8]2[N:16]=[C:15]3[C:11]([N:12]=[C:13]([C:18]4([OH:22])[CH2:21][NH:20][CH2:19]4)[N:14]3[CH3:17])=[C:10]([N:23]3[CH2:28][CH2:27][O:26][CH2:25][CH2:24]3)[N:9]=2)[C:6]2[CH:29]=[CH:30][CH:31]=[CH:32][C:5]=2[N:4]=1)[CH3:2].[CH3:33][C:34](=O)[CH3:35].C(O[BH-](OC(=O)C)OC(=O)C)(=O)C.[Na+]. Product: [CH2:1]([C:3]1[N:7]([C:8]2[N:16]=[C:15]3[C:11]([N:12]=[C:13]([C:18]4([OH:22])[CH2:21][N:20]([CH:34]([CH3:35])[CH3:33])[CH2:19]4)[N:14]3[CH3:17])=[C:10]([N:23]3[CH2:28][CH2:27][O:26][CH2:25][CH2:24]3)[N:9]=2)[C:6]2[CH:29]=[CH:30][CH:31]=[CH:32][C:5]=2[N:4]=1)[CH3:2]. The catalyst class is: 26. (6) Reactant: [CH3:1][S:2]SC.C([Li])CCC.Cl[C:11]1[CH:12]=[C:13]([C:17]2[S:21][C:20]([C:22]([O:24][C:25]([CH3:28])([CH3:27])[CH3:26])=[O:23])=[CH:19][CH:18]=2)[N:14]=[N:15][CH:16]=1.O. Product: [CH3:1][S:2][C:11]1[CH:12]=[C:13]([C:17]2[S:21][C:20]([C:22]([O:24][C:25]([CH3:28])([CH3:27])[CH3:26])=[O:23])=[CH:19][CH:18]=2)[N:14]=[N:15][CH:16]=1. The catalyst class is: 1.